Dataset: Catalyst prediction with 721,799 reactions and 888 catalyst types from USPTO. Task: Predict which catalyst facilitates the given reaction. Reactant: [NH:1]1[CH2:7][CH2:6][CH2:5][CH:4]([N:8]2[CH2:13][CH2:12][N:11]([C:14]([C:29]3[CH:34]=[CH:33][CH:32]=[CH:31][C:30]=3[O:35][CH3:36])([NH:18][C:19]([NH:21][C:22]3[CH:27]=[CH:26][C:25]([Cl:28])=[CH:24][CH:23]=3)=[O:20])[C:15]([NH2:17])=[O:16])[CH2:10][CH2:9]2)[CH2:3][CH2:2]1.C=O.[BH3-][C:40]#N.[Na+]. Product: [CH3:40][N:1]1[CH2:7][CH2:6][CH2:5][CH:4]([N:8]2[CH2:9][CH2:10][N:11]([C:14]([C:29]3[CH:34]=[CH:33][CH:32]=[CH:31][C:30]=3[O:35][CH3:36])([NH:18][C:19]([NH:21][C:22]3[CH:27]=[CH:26][C:25]([Cl:28])=[CH:24][CH:23]=3)=[O:20])[C:15]([NH2:17])=[O:16])[CH2:12][CH2:13]2)[CH2:3][CH2:2]1. The catalyst class is: 5.